From a dataset of NCI-60 drug combinations with 297,098 pairs across 59 cell lines. Regression. Given two drug SMILES strings and cell line genomic features, predict the synergy score measuring deviation from expected non-interaction effect. (1) Drug 1: CC12CCC3C(C1CCC2=O)CC(=C)C4=CC(=O)C=CC34C. Drug 2: C1CC(C1)(C(=O)O)C(=O)O.[NH2-].[NH2-].[Pt+2]. Cell line: HL-60(TB). Synergy scores: CSS=95.2, Synergy_ZIP=-2.09, Synergy_Bliss=-2.57, Synergy_Loewe=-4.44, Synergy_HSA=-2.79. (2) Drug 1: CC1C(C(CC(O1)OC2CC(CC3=C2C(=C4C(=C3O)C(=O)C5=C(C4=O)C(=CC=C5)OC)O)(C(=O)C)O)N)O.Cl. Drug 2: CC1=C(N=C(N=C1N)C(CC(=O)N)NCC(C(=O)N)N)C(=O)NC(C(C2=CN=CN2)OC3C(C(C(C(O3)CO)O)O)OC4C(C(C(C(O4)CO)O)OC(=O)N)O)C(=O)NC(C)C(C(C)C(=O)NC(C(C)O)C(=O)NCCC5=NC(=CS5)C6=NC(=CS6)C(=O)NCCC[S+](C)C)O. Cell line: SK-OV-3. Synergy scores: CSS=15.7, Synergy_ZIP=1.39, Synergy_Bliss=7.52, Synergy_Loewe=4.82, Synergy_HSA=8.32. (3) Drug 1: CC12CCC3C(C1CCC2=O)CC(=C)C4=CC(=O)C=CC34C. Drug 2: CC1C(C(CC(O1)OC2CC(CC3=C2C(=C4C(=C3O)C(=O)C5=CC=CC=C5C4=O)O)(C(=O)C)O)N)O. Cell line: MDA-MB-435. Synergy scores: CSS=54.5, Synergy_ZIP=-2.96, Synergy_Bliss=0.466, Synergy_Loewe=-7.44, Synergy_HSA=0.592. (4) Drug 1: COC1=C2C(=CC3=C1OC=C3)C=CC(=O)O2. Drug 2: C1CCC(C(C1)N)N.C(=O)(C(=O)[O-])[O-].[Pt+4]. Cell line: UACC-257. Synergy scores: CSS=3.49, Synergy_ZIP=-7.19, Synergy_Bliss=-13.5, Synergy_Loewe=-10.1, Synergy_HSA=-8.66. (5) Drug 1: C1CC(=O)NC(=O)C1N2CC3=C(C2=O)C=CC=C3N. Drug 2: CCCCCOC(=O)NC1=NC(=O)N(C=C1F)C2C(C(C(O2)C)O)O. Cell line: BT-549. Synergy scores: CSS=4.56, Synergy_ZIP=-0.952, Synergy_Bliss=0.836, Synergy_Loewe=-1.70, Synergy_HSA=-0.830. (6) Drug 1: CCC1=CC2CC(C3=C(CN(C2)C1)C4=CC=CC=C4N3)(C5=C(C=C6C(=C5)C78CCN9C7C(C=CC9)(C(C(C8N6C)(C(=O)OC)O)OC(=O)C)CC)OC)C(=O)OC.C(C(C(=O)O)O)(C(=O)O)O. Drug 2: CC1=C2C(C(=O)C3(C(CC4C(C3C(C(C2(C)C)(CC1OC(=O)C(C(C5=CC=CC=C5)NC(=O)C6=CC=CC=C6)O)O)OC(=O)C7=CC=CC=C7)(CO4)OC(=O)C)O)C)OC(=O)C. Cell line: HCC-2998. Synergy scores: CSS=63.9, Synergy_ZIP=-4.25, Synergy_Bliss=-5.68, Synergy_Loewe=-3.87, Synergy_HSA=-1.72.